This data is from Peptide-MHC class I binding affinity with 185,985 pairs from IEDB/IMGT. The task is: Regression. Given a peptide amino acid sequence and an MHC pseudo amino acid sequence, predict their binding affinity value. This is MHC class I binding data. (1) The MHC is H-2-Kb with pseudo-sequence H-2-Kb. The binding affinity (normalized) is 0.822. The peptide sequence is FTVKYPNL. (2) The peptide sequence is SSGCYIHFF. The MHC is HLA-A29:02 with pseudo-sequence HLA-A29:02. The binding affinity (normalized) is 0.148. (3) The peptide sequence is DFTLFIKTGH. The MHC is HLA-A11:01 with pseudo-sequence HLA-A11:01. The binding affinity (normalized) is 0. (4) The peptide sequence is HVFVCGNNM. The MHC is HLA-A26:03 with pseudo-sequence HLA-A26:03. The binding affinity (normalized) is 0.600. (5) The peptide sequence is GLLLLLLLLG. The MHC is HLA-A68:02 with pseudo-sequence HLA-A68:02. The binding affinity (normalized) is 0.308. (6) The peptide sequence is KPTESACSSL. The MHC is HLA-B51:01 with pseudo-sequence HLA-B51:01. The binding affinity (normalized) is 0.228. (7) The peptide sequence is ILYMLSWGK. The MHC is HLA-B39:01 with pseudo-sequence HLA-B39:01. The binding affinity (normalized) is 0.0847. (8) The peptide sequence is VVCSMEYKK. The MHC is HLA-A33:01 with pseudo-sequence HLA-A33:01. The binding affinity (normalized) is 0.149. (9) The peptide sequence is IHSDQLSKF. The MHC is HLA-B15:01 with pseudo-sequence HLA-B15:01. The binding affinity (normalized) is 0.0847. (10) The peptide sequence is GMSYTMCSGK. The MHC is HLA-A03:01 with pseudo-sequence HLA-A03:01. The binding affinity (normalized) is 0.726.